Task: Predict the product of the given reaction.. Dataset: Forward reaction prediction with 1.9M reactions from USPTO patents (1976-2016) (1) Given the reactants [F:1][C:2]1[CH:18]=[CH:17][C:5]([CH2:6][C:7]2[CH:8]=[C:9]([CH:14]=[CH:15][N:16]=2)[C:10]([O:12][CH3:13])=[O:11])=[CH:4][CH:3]=1, predict the reaction product. The product is: [F:1][C:2]1[CH:3]=[CH:4][C:5]([CH2:6][CH:7]2[CH2:8][CH:9]([C:10]([O:12][CH3:13])=[O:11])[CH2:14][CH2:15][NH:16]2)=[CH:17][CH:18]=1. (2) Given the reactants C([Li])(CC)C.CN(C)[CH:8]=[O:9].[CH:11]1([O:16][C:17]2[CH:18]=[C:19]([CH:27]=[CH:28][C:29]=2[O:30][CH3:31])[C:20]([N:22]([CH2:25][CH3:26])[CH2:23][CH3:24])=[O:21])[CH2:15][CH2:14][CH2:13][CH2:12]1.NCCCCN.P([O-])([O-])([O-])=O.Cl, predict the reaction product. The product is: [CH:11]1([O:16][C:17]2[C:18]([CH:8]=[O:9])=[C:19]([CH:27]=[CH:28][C:29]=2[O:30][CH3:31])[C:20]([N:22]([CH2:23][CH3:24])[CH2:25][CH3:26])=[O:21])[CH2:12][CH2:13][CH2:14][CH2:15]1. (3) Given the reactants [CH3:1][S:2]([C:5]1[CH:6]=[CH:7][C:8]([N:14]2[CH2:19][CH2:18][O:17][CH2:16][CH2:15]2)=[C:9]([CH:13]=1)[C:10]([OH:12])=O)(=[O:4])=[O:3].Cl.[CH2:21]([S:25]([C:28]1[S:32][C:31]([N:33]2[CH2:38][CH2:37][NH:36][CH2:35][CH2:34]2)=[N:30][CH:29]=1)(=[O:27])=[O:26])[CH2:22][CH2:23][CH3:24], predict the reaction product. The product is: [CH2:21]([S:25]([C:28]1[S:32][C:31]([N:33]2[CH2:38][CH2:37][N:36]([C:10]([C:9]3[CH:13]=[C:5]([S:2]([CH3:1])(=[O:3])=[O:4])[CH:6]=[CH:7][C:8]=3[N:14]3[CH2:19][CH2:18][O:17][CH2:16][CH2:15]3)=[O:12])[CH2:35][CH2:34]2)=[N:30][CH:29]=1)(=[O:27])=[O:26])[CH2:22][CH2:23][CH3:24]. (4) Given the reactants [CH2:1]([O:8][C:9]1[C:34]([F:35])=[CH:33][CH:32]=[CH:31][C:10]=1[CH2:11][C@@H:12]([C:21]([O:23][CH2:24][C:25]1[CH:30]=[CH:29][CH:28]=[CH:27][CH:26]=1)=[O:22])[NH:13][C:14]([O:16][C:17]([CH3:20])([CH3:19])[CH3:18])=[O:15])[C:2]1[CH:7]=[CH:6][CH:5]=[CH:4][CH:3]=1.C(=O)(O)[O-].[Na+].[I:41]Cl.S(=O)(O)[O-].[Na+], predict the reaction product. The product is: [CH2:1]([O:8][C:9]1[C:34]([F:35])=[CH:33][C:32]([I:41])=[CH:31][C:10]=1[CH2:11][C@@H:12]([C:21]([O:23][CH2:24][C:25]1[CH:30]=[CH:29][CH:28]=[CH:27][CH:26]=1)=[O:22])[NH:13][C:14]([O:16][C:17]([CH3:20])([CH3:19])[CH3:18])=[O:15])[C:2]1[CH:3]=[CH:4][CH:5]=[CH:6][CH:7]=1. (5) The product is: [CH3:1][C:2]1[CH:10]=[C:9]([CH3:11])[CH:8]=[CH:7][C:3]=1[C:4]([Cl:12])=[N:5][OH:6]. Given the reactants [CH3:1][C:2]1[CH:10]=[C:9]([CH3:11])[CH:8]=[CH:7][C:3]=1[CH:4]=[N:5][OH:6].[Cl:12]N1C(=O)CCC1=O, predict the reaction product. (6) The product is: [CH3:2][O:3][C:4](=[O:30])[C:5]([NH:79][C:35](=[O:37])[C:34]1[CH:38]=[C:39]([OH:41])[CH:40]=[CH:32][CH:33]=1)([NH:8][C:9]([C:11]1[C:12]([CH3:29])=[N:13][C:14]([NH:18][CH2:19][CH2:20][CH2:21][C:22]2[CH:27]=[CH:26][CH:25]=[C:24]([OH:28])[CH:23]=2)=[N:15][C:16]=1[CH3:17])=[O:10])[CH2:52][OH:56]. Given the reactants Cl.[CH3:2][O:3][C:4](=[O:30])[C@@H:5]([NH:8][C:9]([C:11]1[C:12]([CH3:29])=[N:13][C:14]([NH:18][CH2:19][CH2:20][CH2:21][C:22]2[CH:27]=[CH:26][CH:25]=[C:24]([OH:28])[CH:23]=2)=[N:15][C:16]=1[CH3:17])=[O:10])CN.O[C:32]1[CH:33]=[C:34]([CH:38]=[C:39]([OH:41])[CH:40]=1)[C:35]([OH:37])=O.C(N(CC)CC)C.CN([C:52]([O:56]N1N=NC2C=CC=CC1=2)=[N+](C)C)C.F[P-](F)(F)(F)(F)F.C1C=CC2N(O)N=[N:79]C=2C=1, predict the reaction product. (7) Given the reactants [C:1]([O:4][CH2:5][CH2:6][O:7][N:8]=[C:9]1[C:13](=O)[C:12]2[CH:15]=[CH:16][CH:17]=[CH:18][C:11]=2[O:10]1)(=[O:3])[CH3:2].Cl.[CH3:20][O:21][NH2:22].O, predict the reaction product. The product is: [C:1]([O:4][CH2:5][CH2:6][O:7][N:8]=[C:9]1[C:13](=[N:22][O:21][CH3:20])[C:12]2[CH:15]=[CH:16][CH:17]=[CH:18][C:11]=2[O:10]1)(=[O:3])[CH3:2]. (8) Given the reactants [Cl:1][C:2]1[N:7]=[C:6](OC2C=CC([N+]([O-])=O)=C(C)C=2)[CH:5]=[CH:4][N:3]=1.[N+:19]([C:22]1[CH:27]=[CH:26][C:25]([OH:28])=[CH:24][C:23]=1[C:29]([F:32])([F:31])[F:30])([O-:21])=[O:20], predict the reaction product. The product is: [Cl:1][C:2]1[N:7]=[C:6]([O:28][C:25]2[CH:26]=[CH:27][C:22]([N+:19]([O-:21])=[O:20])=[C:23]([C:29]([F:30])([F:31])[F:32])[CH:24]=2)[CH:5]=[CH:4][N:3]=1. (9) Given the reactants [C:1]1([S:7]([N:10]2[C:14]3=[N:15][CH:16]=[CH:17][CH:18]=[C:13]3[C:12]([CH2:19][C:20]3[CH:21]=[CH:22][C:23]([NH2:26])=[N:24][CH:25]=3)=[CH:11]2)(=[O:9])=[O:8])[CH:6]=[CH:5][CH:4]=[CH:3][CH:2]=1.[Cl:27][C:28]1[CH:35]=[CH:34][CH:33]=[C:32]([F:36])[C:29]=1[CH:30]=O.C([BH3-])#N, predict the reaction product. The product is: [C:1]1([S:7]([N:10]2[C:14]3=[N:15][CH:16]=[CH:17][CH:18]=[C:13]3[C:12]([CH2:19][C:20]3[CH:21]=[CH:22][C:23]([NH:26][CH2:30][C:29]4[C:32]([F:36])=[CH:33][CH:34]=[CH:35][C:28]=4[Cl:27])=[N:24][CH:25]=3)=[CH:11]2)(=[O:9])=[O:8])[CH:6]=[CH:5][CH:4]=[CH:3][CH:2]=1.